From a dataset of Full USPTO retrosynthesis dataset with 1.9M reactions from patents (1976-2016). Predict the reactants needed to synthesize the given product. (1) Given the product [CH3:11][C:10]1[C:5]2[N:6]([C:2]([C:27]#[C:26][Si:23]([CH3:25])([CH3:24])[CH3:22])=[CH:3][N:4]=2)[CH:7]=[C:8]([C:12]2[CH:17]=[CH:16][C:15]([C:18]([F:21])([F:20])[F:19])=[CH:14][CH:13]=2)[CH:9]=1, predict the reactants needed to synthesize it. The reactants are: I[C:2]1[N:6]2[CH:7]=[C:8]([C:12]3[CH:17]=[CH:16][C:15]([C:18]([F:21])([F:20])[F:19])=[CH:14][CH:13]=3)[CH:9]=[C:10]([CH3:11])[C:5]2=[N:4][CH:3]=1.[CH3:22][Si:23]([C:26]#[CH:27])([CH3:25])[CH3:24].CCN(CC)CC. (2) Given the product [Br:27][C:25]1[CH:24]=[CH:23][C:22]([O:28][CH3:29])=[C:21]([S:18]([NH:17][C:11]2[CH:12]=[N:13][C:14]3[C:9]([CH:10]=2)=[CH:8][C:7]([C:5]([OH:6])=[O:4])=[CH:16][CH:15]=3)(=[O:19])=[O:20])[CH:26]=1, predict the reactants needed to synthesize it. The reactants are: [Li+].[OH-].C[O:4][C:5]([C:7]1[CH:8]=[C:9]2[C:14](=[CH:15][CH:16]=1)[N:13]=[CH:12][C:11]([NH:17][S:18]([C:21]1[CH:26]=[C:25]([Br:27])[CH:24]=[CH:23][C:22]=1[O:28][CH3:29])(=[O:20])=[O:19])=[CH:10]2)=[O:6]. (3) Given the product [F:44][C:45]1[CH:46]=[CH:47][C:48]([C:51]2[NH:60][C:54]3=[N:55][CH:56]=[C:57]([NH:59][C:8]([C:5]4[NH:4][N:3]=[C:2]([CH3:1])[C:6]=4[CH3:7])=[O:10])[CH:58]=[C:53]3[CH:52]=2)=[CH:49][CH:50]=1, predict the reactants needed to synthesize it. The reactants are: [CH3:1][C:2]1[C:6]([CH3:7])=[C:5]([C:8]([OH:10])=O)[NH:4][N:3]=1.F[P-](F)(F)(F)(F)F.N1(O[P+](N2CCCC2)(N2CCCC2)N2CCCC2)C2C=CC=CC=2N=N1.[F:44][C:45]1[CH:50]=[CH:49][C:48]([C:51]2[NH:60][C:54]3=[N:55][CH:56]=[C:57]([NH2:59])[CH:58]=[C:53]3[CH:52]=2)=[CH:47][CH:46]=1.C(N(CC)C(C)C)(C)C. (4) Given the product [C:6]([N:8]1[CH2:12][CH2:11][C@@H:10]([N:13]2[C:17]3=[N:18][CH:19]=[N:20][C:21]([NH2:22])=[C:16]3[C:15]([C:23]([NH:24][C:25]3[O:26][C:27]4[CH:33]=[CH:32][C:31]([Cl:34])=[CH:30][C:28]=4[N:29]=3)=[O:35])=[N:14]2)[CH2:9]1)(=[O:7])[CH:38]=[CH2:39], predict the reactants needed to synthesize it. The reactants are: C(O[C:6]([N:8]1[CH2:12][CH2:11][C@@H:10]([N:13]2[C:17]3=[N:18][CH:19]=[N:20][C:21]([NH2:22])=[C:16]3[C:15]([C:23](=[O:35])[NH:24][C:25]3[O:26][C:27]4[CH:33]=[CH:32][C:31]([Cl:34])=[CH:30][C:28]=4[N:29]=3)=[N:14]2)[CH2:9]1)=[O:7])(C)(C)C.Cl.O1CCO[CH2:39][CH2:38]1. (5) The reactants are: [C:1]([OH:4])(=[O:3])[CH3:2].[C:5]([OH:8])(=[O:7])[CH3:6].[NH2:9][C:10]1[N:15]=[CH:14][N:13]=[C:12]2[N:16]([C@H:35]3[CH2:40][CH2:39][C@@H:38]([N:41]4[CH2:46][CH2:45][N:44]([CH3:47])[CH2:43][CH2:42]4)[CH2:37][CH2:36]3)[N:17]=[C:18]([C:19]3[CH:34]=[CH:33][C:22]([NH:23][CH2:24][C:25]([C:27]4[CH:32]=[CH:31][CH:30]=[CH:29][CH:28]=4)=[O:26])=[CH:21][CH:20]=3)[C:11]=12.[BH4-].[Na+]. Given the product [C:1]([OH:4])(=[O:3])[CH3:2].[C:5]([OH:8])(=[O:7])[CH3:6].[NH2:9][C:10]1[N:15]=[CH:14][N:13]=[C:12]2[N:16]([C@H:35]3[CH2:36][CH2:37][C@@H:38]([N:41]4[CH2:42][CH2:43][N:44]([CH3:47])[CH2:45][CH2:46]4)[CH2:39][CH2:40]3)[N:17]=[C:18]([C:19]3[CH:20]=[CH:21][C:22]([NH:23][CH2:24][CH:25]([C:27]4[CH:28]=[CH:29][CH:30]=[CH:31][CH:32]=4)[OH:26])=[CH:33][CH:34]=3)[C:11]=12, predict the reactants needed to synthesize it. (6) Given the product [CH2:1]([O:3][C:4](=[O:16])[C:5]1[CH:10]=[CH:9][C:8]([N+:11]([O-:13])=[O:12])=[CH:7][C:6]=1[CH2:14][S:21][C:18]([CH3:20])([CH3:19])[CH3:17])[CH3:2], predict the reactants needed to synthesize it. The reactants are: [CH2:1]([O:3][C:4](=[O:16])[C:5]1[CH:10]=[CH:9][C:8]([N+:11]([O-:13])=[O:12])=[CH:7][C:6]=1[CH2:14]Br)[CH3:2].[CH3:17][C:18]([SH:21])([CH3:20])[CH3:19].[H-].[Na+].